Dataset: Forward reaction prediction with 1.9M reactions from USPTO patents (1976-2016). Task: Predict the product of the given reaction. (1) Given the reactants [NH:1]1[C:9]2[C:4](=[CH:5][CH:6]=[CH:7][CH:8]=2)[CH:3]=[C:2]1[C:10]([OH:12])=O.CCN=C=NCCCN(C)C.C1C=CC2N(O)N=NC=2C=1.CCN(C(C)C)C(C)C.[NH:43]1[CH2:48][CH2:47][CH:46]([C:49]([O:51][CH2:52][CH3:53])=[O:50])[CH2:45][CH2:44]1, predict the reaction product. The product is: [NH:1]1[C:9]2[C:4](=[CH:5][CH:6]=[CH:7][CH:8]=2)[CH:3]=[C:2]1[C:10]([N:43]1[CH2:48][CH2:47][CH:46]([C:49]([O:51][CH2:52][CH3:53])=[O:50])[CH2:45][CH2:44]1)=[O:12]. (2) The product is: [CH2:1]([C:8]1[NH:30][C:11]2[N:12]=[N:13][C:14]([CH2:16][CH2:17][CH2:18][CH2:19][C:20]3[S:24][C:23]([C:25]([O:27][CH2:28][CH3:29])=[O:26])=[N:22][N:21]=3)=[CH:15][C:10]=2[CH:9]=1)[C:2]1[CH:7]=[CH:6][CH:5]=[CH:4][CH:3]=1. Given the reactants [CH2:1]([C:8]1[NH:30][C:11]2[N:12]=[N:13][C:14]([C:16]#[C:17][CH2:18][CH2:19][C:20]3[S:24][C:23]([C:25]([O:27][CH2:28][CH3:29])=[O:26])=[N:22][N:21]=3)=[CH:15][C:10]=2[CH:9]=1)[C:2]1[CH:7]=[CH:6][CH:5]=[CH:4][CH:3]=1.CC(O)=O, predict the reaction product.